Task: Predict the reactants needed to synthesize the given product.. Dataset: Full USPTO retrosynthesis dataset with 1.9M reactions from patents (1976-2016) Given the product [CH2:8]([C:5]1[S:4][C:3]([C:1]#[C:2][C:17]2[S:21][C:20]([C:22]3[S:23][C:24]([C:37]#[C:36][C:35]4[S:4][C:3]([CH2:7][CH2:6][CH2:5][CH2:8][CH2:9][CH2:10][CH2:33][CH3:34])=[CH:1][CH:39]=4)=[CH:25][CH:26]=3)=[CH:19][CH:18]=2)=[CH:7][CH:6]=1)[CH2:9][CH2:10][CH2:11][CH2:12][CH2:13][CH2:14][CH3:15], predict the reactants needed to synthesize it. The reactants are: [C:1]([C:3]1[S:4][C:5]([CH2:8][CH2:9][CH2:10][CH2:11][CH2:12][CH2:13][CH2:14][CH3:15])=[CH:6][CH:7]=1)#[CH:2].Br[C:17]1[S:21][C:20]([C:22]2[S:23][C:24](Br)=[CH:25][CH:26]=2)=[CH:19][CH:18]=1.C(N([CH2:33][CH3:34])CC)C.[CH2:35]1[CH2:39]O[CH2:37][CH2:36]1.